This data is from Catalyst prediction with 721,799 reactions and 888 catalyst types from USPTO. The task is: Predict which catalyst facilitates the given reaction. (1) Product: [F:16][C:12]1[CH:11]=[C:10]([S:7]([C:6]2[S:5][C:4]([CH2:17][N:18]([CH3:26])[C:19](=[O:25])[O:20][C:21]([CH3:24])([CH3:23])[CH3:22])=[CH:3][C:2]=2[C:33]2[C:28]([F:27])=[N:29][CH:30]=[CH:31][CH:32]=2)(=[O:9])=[O:8])[CH:15]=[CH:14][CH:13]=1. Reactant: Br[C:2]1[CH:3]=[C:4]([CH2:17][N:18]([CH3:26])[C:19](=[O:25])[O:20][C:21]([CH3:24])([CH3:23])[CH3:22])[S:5][C:6]=1[S:7]([C:10]1[CH:15]=[CH:14][CH:13]=[C:12]([F:16])[CH:11]=1)(=[O:9])=[O:8].[F:27][C:28]1[C:33](B(O)O)=[CH:32][CH:31]=[CH:30][N:29]=1.C(=O)([O-])[O-].[Na+].[Na+].COCCOC. The catalyst class is: 103. (2) Product: [C:1]1([C:7](=[O:21])[C:8](=[CH:17][NH:18][C:20]2[CH:28]=[CH:29][C:23]([I:22])=[CH:24][CH:25]=2)[C:9]([C:11]2[CH:16]=[CH:15][CH:14]=[CH:13][CH:12]=2)=[O:10])[CH:6]=[CH:5][CH:4]=[CH:3][CH:2]=1. The catalyst class is: 5. Reactant: [C:1]1([C:7](=[O:21])[C:8](=[CH:17][N:18]([CH3:20])C)[C:9]([C:11]2[CH:16]=[CH:15][CH:14]=[CH:13][CH:12]=2)=[O:10])[CH:6]=[CH:5][CH:4]=[CH:3][CH:2]=1.[I:22][C:23]1[CH:29]=[CH:28]C(N)=[CH:25][CH:24]=1.